This data is from Catalyst prediction with 721,799 reactions and 888 catalyst types from USPTO. The task is: Predict which catalyst facilitates the given reaction. (1) Reactant: [CH:1]1(B(O)O)[CH2:3][CH2:2]1.C1(P(C2CCCCC2)C2CCCCC2)CCCCC1.P([O-])([O-])([O-])=O.[K+].[K+].[K+].Br[C:35]1[CH:39]=[CH:38][N:37]([S:40]([C:43]2[CH:48]=[CH:47][C:46]([C:49]([F:52])([F:51])[F:50])=[CH:45][CH:44]=2)(=[O:42])=[O:41])[CH:36]=1. Product: [CH:1]1([C:39]2[CH:35]=[CH:36][N:37]([S:40]([C:43]3[CH:44]=[CH:45][C:46]([C:49]([F:51])([F:52])[F:50])=[CH:47][CH:48]=3)(=[O:41])=[O:42])[CH:38]=2)[CH2:3][CH2:2]1. The catalyst class is: 498. (2) Reactant: [CH2:1]([S:3]([NH:6][C:7]1[CH:12]=[CH:11][C:10]([C:13]2[N:14]([C:18]([O:20][C:21]([CH3:24])([CH3:23])[CH3:22])=[O:19])[CH:15]=[CH:16][CH:17]=2)=[CH:9][CH:8]=1)(=[O:5])=[O:4])[CH3:2].ClS([N:29]=[C:30]=O)(=O)=O. Product: [C:30]([C:15]1[N:14]([C:18]([O:20][C:21]([CH3:23])([CH3:22])[CH3:24])=[O:19])[C:13]([C:10]2[CH:9]=[CH:8][C:7]([NH:6][S:3]([CH2:1][CH3:2])(=[O:5])=[O:4])=[CH:12][CH:11]=2)=[CH:17][CH:16]=1)#[N:29]. The catalyst class is: 7. (3) Reactant: [N+:1]([C:4]1[CH:8]=[C:7]([C:9]([OH:11])=O)[NH:6][N:5]=1)([O-:3])=[O:2].Cl.[CH3:13][NH:14][O:15][CH3:16].CN(C(ON1N=NC2C=CC=NC1=2)=[N+](C)C)C.F[P-](F)(F)(F)(F)F.C(N(CC)CC)C. Product: [CH3:16][O:15][N:14]([CH3:13])[C:9]([C:7]1[NH:6][N:5]=[C:4]([N+:1]([O-:3])=[O:2])[CH:8]=1)=[O:11]. The catalyst class is: 4.